This data is from Forward reaction prediction with 1.9M reactions from USPTO patents (1976-2016). The task is: Predict the product of the given reaction. (1) Given the reactants [Cl:1][C:2]1[N:7]=[C:6]([C:8]([F:11])([F:10])[F:9])[CH:5]=[CH:4][N:3]=1.[Cl:12][C:13]1[CH:14]=[C:15](Br)[CH:16]=[CH:17][C:18]=1[Cl:19], predict the reaction product. The product is: [Cl:1][C:2]1[N:3]=[C:4]([C:16]2[CH:15]=[CH:14][C:13]([Cl:12])=[C:18]([Cl:19])[CH:17]=2)[CH:5]=[C:6]([C:8]([F:11])([F:9])[F:10])[N:7]=1. (2) Given the reactants [CH2:1]([O:3][C:4]([C:6]1[N:7]=[C:8](I)[C:9]2[C:14]([C:15]=1[OH:16])=[CH:13][CH:12]=[C:11]([O:17][C:18]1[CH:19]=[N:20][CH:21]=[CH:22][CH:23]=1)[CH:10]=2)=[O:5])[CH3:2].[C:25]([Cu])#[N:26].Cl, predict the reaction product. The product is: [CH2:1]([O:3][C:4]([C:6]1[N:7]=[C:8]([C:25]#[N:26])[C:9]2[C:14]([C:15]=1[OH:16])=[CH:13][CH:12]=[C:11]([O:17][C:18]1[CH:19]=[N:20][CH:21]=[CH:22][CH:23]=1)[CH:10]=2)=[O:5])[CH3:2]. (3) The product is: [C:29]([C:2]1[CH:7]=[CH:6][C:5]2=[N:8][C:9]([C:11]3[CH:12]=[CH:13][C:14]([C:24]([F:27])([F:26])[F:25])=[C:15]([NH:17][C:18](=[O:23])[C:19]([CH3:22])([CH3:21])[CH3:20])[CH:16]=3)=[CH:10][N:4]2[N:3]=1)#[N:30]. Given the reactants Cl[C:2]1[CH:7]=[CH:6][C:5]2=[N:8][C:9]([C:11]3[CH:12]=[CH:13][C:14]([C:24]([F:27])([F:26])[F:25])=[C:15]([NH:17][C:18](=[O:23])[C:19]([CH3:22])([CH3:21])[CH3:20])[CH:16]=3)=[CH:10][N:4]2[N:3]=1.[Cu](C#N)[C:29]#[N:30].CN1CCOCC1, predict the reaction product. (4) Given the reactants [Br:1][C:2]1[CH:7]=[CH:6][CH:5]=[CH:4][C:3]=1[OH:8].C(=O)([O-])[O-].[K+].[K+].Cl[CH2:16][CH2:17][O:18][CH2:19][CH2:20][O:21][CH3:22], predict the reaction product. The product is: [Br:1][C:2]1[CH:7]=[CH:6][CH:5]=[CH:4][C:3]=1[O:8][CH2:16][CH2:17][O:18][CH2:19][CH2:20][O:21][CH3:22]. (5) Given the reactants [NH2:1][C:2]1[C:7]([C:8]#[N:9])=[C:6]([NH:10][C@H:11]([C:13]2[NH:17][C:16]3[C:18]([S:22]([CH3:25])(=[O:24])=[O:23])=[CH:19][CH:20]=[CH:21][C:15]=3[N:14]=2)[CH3:12])[N:5]=[CH:4][N:3]=1.C(=O)([O-])[O-].[K+].[K+].[F:32][C:33]1[CH:40]=[CH:39][C:36]([CH2:37]Br)=[CH:35][CH:34]=1, predict the reaction product. The product is: [NH2:1][C:2]1[C:7]([C:8]#[N:9])=[C:6]([NH:10][C@H:11]([C:13]2[N:14]([CH2:37][C:36]3[CH:39]=[CH:40][C:33]([F:32])=[CH:34][CH:35]=3)[C:15]3[CH:21]=[CH:20][CH:19]=[C:18]([S:22]([CH3:25])(=[O:24])=[O:23])[C:16]=3[N:17]=2)[CH3:12])[N:5]=[CH:4][N:3]=1. (6) The product is: [C:1]([C:9]1[CH:14]=[C:13]([C:15](=[N:31][NH:32][C:33]([NH2:35])=[S:34])[C:16]2[CH:21]=[CH:20][CH:19]=[CH:18][CH:17]=2)[CH:12]=[C:11]([C:23](=[O:30])[C:24]2[CH:29]=[CH:28][CH:27]=[CH:26][CH:25]=2)[CH:10]=1)(=[O:8])[C:2]1[CH:7]=[CH:6][CH:5]=[CH:4][CH:3]=1. Given the reactants [C:1]([C:9]1[CH:14]=[C:13]([C:15](=O)[C:16]2[CH:21]=[CH:20][CH:19]=[CH:18][CH:17]=2)[CH:12]=[C:11]([C:23](=[O:30])[C:24]2[CH:29]=[CH:28][CH:27]=[CH:26][CH:25]=2)[CH:10]=1)(=[O:8])[C:2]1[CH:7]=[CH:6][CH:5]=[CH:4][CH:3]=1.[NH2:31][NH:32][C:33]([NH2:35])=[S:34].C1(C)C=CC(S(O)(=O)=O)=CC=1, predict the reaction product.